The task is: Regression/Classification. Given a drug SMILES string, predict its toxicity properties. Task type varies by dataset: regression for continuous values (e.g., LD50, hERG inhibition percentage) or binary classification for toxic/non-toxic outcomes (e.g., AMES mutagenicity, cardiotoxicity, hepatotoxicity). Dataset: ames.. This data is from Ames mutagenicity test results for genotoxicity prediction. (1) The molecule is COc1ccc2cc1Oc1ccc(cc1)C[C@H]1c3c(cc4c(c3Oc3cc5c(cc3OC)CCN(C)[C@@H]5C2)OCO4)CCN1C. The result is 1 (mutagenic). (2) The compound is CC(=O)NC(C(=O)N(CC(=O)O)N=O)C(C)C. The result is 1 (mutagenic). (3) The compound is CCC1(CC(=O)O)OCCc2c1n(C)c1ccccc21. The result is 0 (non-mutagenic). (4) The molecule is O=[N+]([O-])c1nc2ccccc2[nH]1. The result is 1 (mutagenic). (5) The drug is CCCCCCCCC(Cl)CCC(Cl)CC(Cl)C(Cl)C(Cl)CC(=O)OC. The result is 0 (non-mutagenic). (6) The result is 1 (mutagenic). The compound is OC1C=Cc2c(c3ccccc3c3cc4ccccc4cc23)C1O. (7) The result is 1 (mutagenic). The molecule is Nc1ccc2c(N)c3ccccc3nc2c1. (8) The result is 1 (mutagenic). The molecule is O=[N+]([O-])c1ccc(Cl)cc1Cl.